From a dataset of Peptide-MHC class I binding affinity with 185,985 pairs from IEDB/IMGT. Regression. Given a peptide amino acid sequence and an MHC pseudo amino acid sequence, predict their binding affinity value. This is MHC class I binding data. (1) The peptide sequence is NHINVELVL. The MHC is HLA-B38:01 with pseudo-sequence HLA-B38:01. The binding affinity (normalized) is 0.616. (2) The peptide sequence is NQQGITPNY. The MHC is HLA-B27:05 with pseudo-sequence HLA-B27:05. The binding affinity (normalized) is 0.0847. (3) The binding affinity (normalized) is 0.0847. The peptide sequence is WRQEIGHPK. The MHC is HLA-B46:01 with pseudo-sequence HLA-B46:01. (4) The binding affinity (normalized) is 0.227. The MHC is HLA-A69:01 with pseudo-sequence HLA-A69:01. The peptide sequence is KIFEYGFTF. (5) The peptide sequence is LLCVLPAVV. The MHC is HLA-A02:01 with pseudo-sequence HLA-A02:01. The binding affinity (normalized) is 0.716. (6) The peptide sequence is DIYKGVYQ. The MHC is H-2-Db with pseudo-sequence H-2-Db. The binding affinity (normalized) is 0. (7) The peptide sequence is FQPLNGQFI. The MHC is H-2-Kb with pseudo-sequence H-2-Kb. The binding affinity (normalized) is 0.0352. (8) The peptide sequence is AELTGYGTV. The MHC is BoLA-T2b with pseudo-sequence BoLA-T2b. The binding affinity (normalized) is 0.0641. (9) The binding affinity (normalized) is 0. The MHC is HLA-A68:02 with pseudo-sequence HLA-A68:02. The peptide sequence is SFEPIPIHY.